Dataset: Forward reaction prediction with 1.9M reactions from USPTO patents (1976-2016). Task: Predict the product of the given reaction. (1) Given the reactants [NH:1]1[C:9]2[C:4](=[CH:5][C:6]([CH:10]([C:15]3[CH:20]=[CH:19][CH:18]=[CH:17][CH:16]=3)[CH2:11]C(O)=O)=[CH:7][CH:8]=2)[CH:3]=[CH:2]1.C([N:23]([CH2:26]C)CC)C.C1(P(N=[N+]=[N-])(C2C=CC=CC=2)=[O:35])C=CC=CC=1.[C:45]([OH:49])([CH3:48])([CH3:47])[CH3:46], predict the reaction product. The product is: [C:45]([O:49][C:26](=[O:35])[NH:23][CH2:11][CH:10]([C:6]1[CH:5]=[C:4]2[C:9](=[CH:8][CH:7]=1)[NH:1][CH:2]=[CH:3]2)[C:15]1[CH:16]=[CH:17][CH:18]=[CH:19][CH:20]=1)([CH3:48])([CH3:47])[CH3:46]. (2) Given the reactants [N:1]1([C:9]([O:11][C:12]([CH3:15])([CH3:14])[CH3:13])=[O:10])[CH2:8][CH2:7][CH2:6][C@H:2]1[C:3]([OH:5])=O.ON1C2C=CC=CC=2N=N1.C1(N=C=NC2CCCCC2)CCCCC1.Cl.N[C@H](C([NH:47][C@H:48]([C:65]([O:67][CH2:68][C:69]1[CH:74]=[CH:73][CH:72]=[CH:71][CH:70]=1)=[O:66])[CH2:49]CCCNC(OCC1C=CC=CC=1Cl)=O)=O)C, predict the reaction product. The product is: [N:1]1([C:9]([O:11][C:12]([CH3:15])([CH3:14])[CH3:13])=[O:10])[CH2:8][CH2:7][CH2:6][C@H:2]1[C:3]([NH:47][C@H:48]([C:65]([O:67][CH2:68][C:69]1[CH:74]=[CH:73][CH:72]=[CH:71][CH:70]=1)=[O:66])[CH3:49])=[O:5]. (3) Given the reactants [CH2:1]([O:4][C:5]([O:7][CH2:8][C:9]1[CH:17]=[CH:16][C:15]([C:18]#[N:19])=[CH:14][C:10]=1[C:11](O)=[O:12])=[O:6])[CH:2]=[CH2:3].CN(C)C=O.C(Cl)(=O)C([Cl:28])=O, predict the reaction product. The product is: [CH2:1]([O:4][C:5]([O:7][CH2:8][C:9]1[CH:17]=[CH:16][C:15]([C:18]#[N:19])=[CH:14][C:10]=1[C:11]([Cl:28])=[O:12])=[O:6])[CH:2]=[CH2:3]. (4) Given the reactants [F:1][C:2]1[C:3]([CH2:24][N:25](C)[C:26](=O)OC(C)(C)C)=[CH:4][N:5]([S:14]([C:17]2[CH:18]=[N:19][C:20]([CH3:23])=[CH:21][CH:22]=2)(=[O:16])=[O:15])[C:6]=1[C:7]1[C:8]([F:13])=[N:9][CH:10]=[CH:11][CH:12]=1.C(OCC)(=O)C.Cl, predict the reaction product. The product is: [F:1][C:2]1[C:3]([CH2:24][NH:25][CH3:26])=[CH:4][N:5]([S:14]([C:17]2[CH:18]=[N:19][C:20]([CH3:23])=[CH:21][CH:22]=2)(=[O:16])=[O:15])[C:6]=1[C:7]1[C:8]([F:13])=[N:9][CH:10]=[CH:11][CH:12]=1. (5) Given the reactants [F:1][C:2]([C:7]1[N:12]=[CH:11][C:10]2[C:13]([CH3:17])([CH3:16])[CH2:14][NH:15][C:9]=2[CH:8]=1)([F:6])[CH2:3][CH2:4][CH3:5].Cl[CH2:19][C:20](Cl)=[O:21].[C:23]([O:27][C:28]([N:30]1[CH2:35][C@H:34]([CH2:36][N:37]2[CH2:42][CH2:41][O:40][CH2:39][CH2:38]2)[NH:33][CH2:32][C@H:31]1[CH3:43])=[O:29])([CH3:26])([CH3:25])[CH3:24], predict the reaction product. The product is: [C:23]([O:27][C:28]([N:30]1[CH2:35][C@H:34]([CH2:36][N:37]2[CH2:38][CH2:39][O:40][CH2:41][CH2:42]2)[N:33]([CH2:19][C:20]([N:15]2[C:9]3[CH:8]=[C:7]([C:2]([F:6])([F:1])[CH2:3][CH2:4][CH3:5])[N:12]=[CH:11][C:10]=3[C:13]([CH3:16])([CH3:17])[CH2:14]2)=[O:21])[CH2:32][C@H:31]1[CH3:43])=[O:29])([CH3:26])([CH3:24])[CH3:25]. (6) Given the reactants CC1(C)C(C)(C)OB([C:9]2[CH:14]=[CH:13][C:12]([C:15]3[C:16]([OH:21])=[CH:17][CH:18]=[CH:19][CH:20]=3)=[CH:11][CH:10]=2)O1.Br[C:24]1[CH:25]=[C:26]2[C:30](=[CH:31][C:32]=1[F:33])[NH:29][CH:28]=[C:27]2[CH:34]=[O:35].C(=O)([O-])[O-].[K+].[K+].S([O-])(O)(=O)=O.[Na+], predict the reaction product. The product is: [F:33][C:32]1[CH:31]=[C:30]2[C:26]([C:27]([CH:34]=[O:35])=[CH:28][NH:29]2)=[CH:25][C:24]=1[C:9]1[CH:10]=[CH:11][C:12]([C:15]2[CH:20]=[CH:19][CH:18]=[CH:17][C:16]=2[OH:21])=[CH:13][CH:14]=1.